Predict the reactants needed to synthesize the given product. From a dataset of Full USPTO retrosynthesis dataset with 1.9M reactions from patents (1976-2016). (1) Given the product [CH:1]1([C:4]2[N:9]=[C:8]([OH:10])[C:7]([CH3:11])=[C:6]([O:12][CH2:14][C:15]([O:17][CH3:18])=[O:16])[N:5]=2)[CH2:3][CH2:2]1, predict the reactants needed to synthesize it. The reactants are: [CH:1]1([C:4]2[N:9]=[C:8]([OH:10])[C:7]([CH3:11])=[C:6]([OH:12])[N:5]=2)[CH2:3][CH2:2]1.Br[CH2:14][C:15]([O:17][CH3:18])=[O:16].C(=O)([O-])[O-].[K+].[K+].CN(C)C=O. (2) Given the product [C:1]1([C@@H:7]2[N:12]([S:13]([C:16]3[CH:21]=[CH:20][C:19]([CH3:22])=[CH:18][CH:17]=3)(=[O:15])=[O:14])[CH2:11][CH:10]3[C@@:8]2([C:23]([Cl:28])=[O:25])[CH2:9]3)[CH:6]=[CH:5][CH:4]=[CH:3][CH:2]=1, predict the reactants needed to synthesize it. The reactants are: [C:1]1([C@@H:7]2[N:12]([S:13]([C:16]3[CH:21]=[CH:20][C:19]([CH3:22])=[CH:18][CH:17]=3)(=[O:15])=[O:14])[CH2:11][CH:10]3[C@@:8]2([C:23]([OH:25])=O)[CH2:9]3)[CH:6]=[CH:5][CH:4]=[CH:3][CH:2]=1.S(Cl)([Cl:28])=O. (3) Given the product [Cl:25][C:26]1[CH:27]=[C:28]([NH:41][C:42]2[N:47]=[CH:46][N:45]=[C:44]3[NH:48][N:49]=[C:50]([O:51][CH2:52][CH2:53][N:54]([CH3:55])[C:56](=[O:60])[CH2:57][OH:58])[C:43]=23)[CH:29]=[CH:30][C:31]=1[O:32][CH2:33][C:34]1[CH:39]=[CH:38][CH:37]=[C:36]([F:40])[CH:35]=1, predict the reactants needed to synthesize it. The reactants are: CN(C(ON1N=NC2C=CC=NC1=2)=[N+](C)C)C.F[P-](F)(F)(F)(F)F.[Cl:25][C:26]1[CH:27]=[C:28]([NH:41][C:42]2[N:47]=[CH:46][N:45]=[C:44]3[NH:48][N:49]=[C:50]([O:51][CH2:52][CH2:53][NH:54][CH3:55])[C:43]=23)[CH:29]=[CH:30][C:31]=1[O:32][CH2:33][C:34]1[CH:39]=[CH:38][CH:37]=[C:36]([F:40])[CH:35]=1.[C:56]([OH:60])(=O)[CH2:57][OH:58].CCN(C(C)C)C(C)C. (4) Given the product [N:1]1([CH2:5][C:6]2[N:10]([CH3:11])[N:9]=[C:8]([NH:12][C:13]3[C:18](=[O:19])[N:17]([CH3:20])[N:16]=[C:15]([C:21]4[C:22]([CH2:44][OH:45])=[C:23]([N:27]5[CH:36]=[CH:35][C:34]6[C:29](=[C:30]([F:42])[CH:31]=[C:32]([C:37]([CH3:41])([CH3:40])[C:38]#[N:39])[CH:33]=6)[C:28]5=[O:43])[CH:24]=[CH:25][CH:26]=4)[CH:14]=3)[CH:7]=2)[CH2:4][CH2:3][CH2:2]1, predict the reactants needed to synthesize it. The reactants are: [N:1]1([CH2:5][C:6]2[N:10]([CH3:11])[N:9]=[C:8]([NH:12][C:13]3[C:18](=[O:19])[N:17]([CH3:20])[N:16]=[C:15]([C:21]4[C:22]([CH:44]=[O:45])=[C:23]([N:27]5[CH:36]=[CH:35][C:34]6[C:29](=[C:30]([F:42])[CH:31]=[C:32]([C:37]([CH3:41])([CH3:40])[C:38]#[N:39])[CH:33]=6)[C:28]5=[O:43])[CH:24]=[CH:25][CH:26]=4)[CH:14]=3)[CH:7]=2)[CH2:4][CH2:3][CH2:2]1.[BH4-].[Na+]. (5) Given the product [ClH:1].[Cl:1][C:2]1[N:7]=[CH:6][C:5]([C:8]2[C:9](=[O:16])[NH:10][C:11](=[O:14])[NH:12][CH:13]=2)=[CH:4][CH:3]=1, predict the reactants needed to synthesize it. The reactants are: [Cl:1][C:2]1[N:7]=[CH:6][C:5]([C:8]2[C:9]([O:16]C)=[N:10][C:11]([O:14]C)=[N:12][CH:13]=2)=[CH:4][CH:3]=1.